This data is from Reaction yield outcomes from USPTO patents with 853,638 reactions. The task is: Predict the reaction yield, written as a fraction of the theoretical maximum amount of product (1.0 means a 100% yield; for example, 0.34 means a 34% yield). (1) The reactants are [C:1]([O:5][C:6]([N:8]1[CH2:13][CH2:12][NH:11][CH2:10][CH2:9]1)=[O:7])([CH3:4])([CH3:3])[CH3:2].Br[C:15]1[CH:20]=[CH:19][C:18]([C:21]([F:24])([F:23])[F:22])=[C:17]([F:25])[CH:16]=1.[Cl-].C(C1C=CC=C(CCC)C=1[N+]1C=CN(C2C(CCC)=CC=CC=2CCC)C=1)CC.CC(C)([O-])C.[Na+]. The catalyst is C1(C)C=CC=CC=1. The product is [C:1]([O:5][C:6]([N:8]1[CH2:13][CH2:12][N:11]([C:15]2[CH:20]=[CH:19][C:18]([C:21]([F:23])([F:24])[F:22])=[C:17]([F:25])[CH:16]=2)[CH2:10][CH2:9]1)=[O:7])([CH3:4])([CH3:2])[CH3:3]. The yield is 0.860. (2) The reactants are [CH2:1]([O:4][C:5]1[CH:12]=[CH:11][C:8]([CH:9]=O)=[CH:7][CH:6]=1)[CH2:2][CH3:3].[CH2:13]([NH2:19])[C:14]1[O:18][CH:17]=[CH:16][CH:15]=1.COC(OC)OC.[BH4-].[Na+]. The catalyst is CO.CC(O)=O. The product is [CH2:1]([O:4][C:5]1[CH:12]=[CH:11][C:8]([CH2:9][NH:19][CH2:13][C:14]2[O:18][CH:17]=[CH:16][CH:15]=2)=[CH:7][CH:6]=1)[CH2:2][CH3:3]. The yield is 0.750.